This data is from Forward reaction prediction with 1.9M reactions from USPTO patents (1976-2016). The task is: Predict the product of the given reaction. (1) Given the reactants [C:1]([O:5][C:6]([NH:8][C:9]1[S:13][C:12]([C:14]2[C:19]([F:20])=[CH:18][CH:17]=[CH:16][C:15]=2[F:21])=[N:11][C:10]=1[C:22]([NH:24][C:25]1[CH:29]=[N:28][N:27]([CH3:30])[C:26]=1[N:31]1[CH2:37][CH2:36][C@H:35]([OH:38])[C@H:34]([NH:39][C:40](=[O:46])[O:41][C:42]([CH3:45])([CH3:44])[CH3:43])[CH2:33][CH2:32]1)=[O:23])=[O:7])([CH3:4])([CH3:3])[CH3:2].O[C@@H]1CCN(C2N(C)N=CC=2[N+]([O-])=O)CC[C@@H]1NC(=O)OC(C)(C)C, predict the reaction product. The product is: [C:1]([O:5][C:6]([NH:8][C:9]1[S:13][C:12]([C:14]2[C:15]([F:21])=[CH:16][CH:17]=[CH:18][C:19]=2[F:20])=[N:11][C:10]=1[C:22]([NH:24][C:25]1[CH:29]=[N:28][N:27]([CH3:30])[C:26]=1[N:31]1[CH2:37][CH2:36][C@@H:35]([OH:38])[C@@H:34]([NH:39][C:40](=[O:46])[O:41][C:42]([CH3:45])([CH3:44])[CH3:43])[CH2:33][CH2:32]1)=[O:23])=[O:7])([CH3:3])([CH3:4])[CH3:2]. (2) Given the reactants Cl[C:2]1[CH:3]=[CH:4][C:5]2[N:6]([C:8]([CH2:11][C:12]3[C:13]([F:23])=[C:14]4[C:19](=[CH:20][C:21]=3[F:22])[N:18]=[CH:17][CH:16]=[CH:15]4)=[CH:9][N:10]=2)[N:7]=1.C(OC([N:31]1[CH:35]=[C:34](B2OC(C)(C)C(C)(C)O2)[CH:33]=[N:32]1)=O)(C)(C)C.C([O-])([O-])=O.[K+].[K+].CCOC(C)=O, predict the reaction product. The product is: [F:23][C:13]1[C:12]([CH2:11][C:8]2[N:6]3[N:7]=[C:2]([C:34]4[CH:35]=[N:31][NH:32][CH:33]=4)[CH:3]=[CH:4][C:5]3=[N:10][CH:9]=2)=[C:21]([F:22])[CH:20]=[C:19]2[C:14]=1[CH:15]=[CH:16][CH:17]=[N:18]2. (3) Given the reactants [CH3:1][O:2][C:3]([C:5]1[CH:10]=[C:9]([Br:11])[C:8](=[O:12])[N:7]([CH2:13][C:14]2[CH:19]=[CH:18][CH:17]=[CH:16][CH:15]=2)[C:6]=1[CH2:20]Br)=[O:4].[CH3:22][O:23][C:24](=[O:37])[CH2:25][NH:26][S:27]([C:30]1[CH:35]=[CH:34][C:33]([CH3:36])=[CH:32][CH:31]=1)(=[O:29])=[O:28].[I-].[Na+].C(=O)([O-])[O-].[K+].[K+], predict the reaction product. The product is: [CH3:1][O:2][C:3]([C:5]1[CH:10]=[C:9]([Br:11])[C:8](=[O:12])[N:7]([CH2:13][C:14]2[CH:19]=[CH:18][CH:17]=[CH:16][CH:15]=2)[C:6]=1[CH2:20][N:26]([CH2:25][C:24]([O:23][CH3:22])=[O:37])[S:27]([C:30]1[CH:31]=[CH:32][C:33]([CH3:36])=[CH:34][CH:35]=1)(=[O:29])=[O:28])=[O:4]. (4) Given the reactants [Br:1][C:2]1[CH:7]=[C:6]([Cl:8])[C:5]([S:9]([N:12]([CH2:14][C:15]2[O:19][CH:18]=[C:17]([C:20]([OH:22])=O)[CH:16]=2)[CH3:13])(=[O:11])=[O:10])=[C:4]([Cl:23])[CH:3]=1.CCN=C=NCCCN(C)C.C1C=NC2N(O)N=NC=2C=1.[NH:45]1[CH2:49][CH2:48][N:47]=[C:46]1[C:50]1[CH:55]=[CH:54][C:53]([CH2:56][NH:57][CH3:58])=[CH:52][CH:51]=1.Cl.CCN(C(C)C)C(C)C, predict the reaction product. The product is: [Br:1][C:2]1[CH:7]=[C:6]([Cl:8])[C:5]([S:9]([N:12]([CH2:14][C:15]2[O:19][CH:18]=[C:17]([C:20]([N:57]([CH2:56][C:53]3[CH:54]=[CH:55][C:50]([C:46]4[NH:47][CH2:48][CH2:49][N:45]=4)=[CH:51][CH:52]=3)[CH3:58])=[O:22])[CH:16]=2)[CH3:13])(=[O:10])=[O:11])=[C:4]([Cl:23])[CH:3]=1. (5) Given the reactants [CH:1]1([CH2:4][CH2:5][NH:6][C:7]([C:9]2[N:10]=[N:11][C:12]([N:15]3[CH2:20][CH2:19][NH:18][CH2:17][CH2:16]3)=[CH:13][CH:14]=2)=[O:8])[CH2:3][CH2:2]1.Cl[C:22]1[O:23][C:24]2[CH:30]=[CH:29][CH:28]=[CH:27][C:25]=2[N:26]=1.N12CCCN=C1CCCCC2, predict the reaction product. The product is: [CH:1]1([CH2:4][CH2:5][NH:6][C:7]([C:9]2[N:10]=[N:11][C:12]([N:15]3[CH2:20][CH2:19][N:18]([C:22]4[O:23][C:24]5[CH:30]=[CH:29][CH:28]=[CH:27][C:25]=5[N:26]=4)[CH2:17][CH2:16]3)=[CH:13][CH:14]=2)=[O:8])[CH2:3][CH2:2]1.